This data is from Full USPTO retrosynthesis dataset with 1.9M reactions from patents (1976-2016). The task is: Predict the reactants needed to synthesize the given product. (1) Given the product [CH3:1][N:2]1[C:6]([C@H:7]2[CH2:12][C@@H:11]([C:13]3[O:17][NH:16][C:15](=[O:18])[CH:14]=3)[CH2:10][CH2:9][NH:8]2)=[N:5][N:4]=[N:3]1, predict the reactants needed to synthesize it. The reactants are: [CH3:1][N:2]1[C:6]([C@H:7]2[CH2:12][C@@H:11]([C:13]3[O:17][NH:16][C:15](=[O:18])[CH:14]=3)[CH2:10][CH2:9][N:8]2C(OCC2C=CC=CC=2)=O)=[N:5][N:4]=[N:3]1.Br. (2) The reactants are: Cl[C:2]1[CH:7]=[C:6]([O:8][CH2:9][C:10]#[C:11][CH3:12])[N:5]=[CH:4][N:3]=1.[NH:13]1[CH2:18][CH:17]=[CH:16][CH2:15][CH2:14]1. Given the product [CH2:9]([O:8][C:6]1[N:5]=[CH:4][N:3]=[C:2]([N:13]2[CH2:14][CH:15]=[CH:16][CH2:17][CH2:18]2)[CH:7]=1)[C:10]#[C:11][CH3:12], predict the reactants needed to synthesize it.